From a dataset of Peptide-MHC class I binding affinity with 185,985 pairs from IEDB/IMGT. Regression. Given a peptide amino acid sequence and an MHC pseudo amino acid sequence, predict their binding affinity value. This is MHC class I binding data. (1) The peptide sequence is SLYNTIATI. The MHC is HLA-A02:01 with pseudo-sequence HLA-A02:01. The binding affinity (normalized) is 0.373. (2) The peptide sequence is IIYERDFSY. The MHC is HLA-A11:01 with pseudo-sequence HLA-A11:01. The binding affinity (normalized) is 0.834. (3) The peptide sequence is AVAVARVAA. The MHC is HLA-B27:05 with pseudo-sequence HLA-B27:05. The binding affinity (normalized) is 0.0847. (4) The MHC is H-2-Ld with pseudo-sequence H-2-Ld. The binding affinity (normalized) is 0.238. The peptide sequence is SPFLPLLPI.